Dataset: Experimentally validated miRNA-target interactions with 360,000+ pairs, plus equal number of negative samples. Task: Binary Classification. Given a miRNA mature sequence and a target amino acid sequence, predict their likelihood of interaction. (1) The protein sequence of the target gene is MAAVEKRRQAVPPPAGFTDSGRQSVSRAAGAAESEEDFLRQVGVTEMLRAALLKVLEARPEEPIAFLAHYFENMGLRSPVNGGAGEPPGQLLLQQQRLGRALWHLRLAHHSQRAAFNNNVSVAYECLSAGGRRKRPGLDGRTYSELLRRICRDGQAPEEVVAPLLRKVQCRDHEAVPLSVFRAGTLTCFVLLEFVARAGALFQLLEDSAAAVADRRVGQAVLDTLEGALQASDAAAPARFLEAGSRLGPDSLALALDRAVGGRRPSAPMTREEFLERAAALFIAKVKPVG. The miRNA is mmu-miR-1952 with sequence UCUCCACCCUCCUUCUG. Result: 0 (no interaction). (2) The miRNA is hsa-miR-4725-5p with sequence AGACCCUGCAGCCUUCCCACC. The protein sequence of the target gene is MAAAGWRDGSGQEKYRLVVVGGGGVGKSALTIQFIQSYFVTDYDPTIEDSYTKQCVIDDRAARLDILDTAGQEEFGAMREQYMRTGEGFLLVFSVTDRGSFEEIYKFQRQILRVKDRDEFPMILIGNKADLDHQRQVTQEEGQQLARQLKVTYMEASAKIRMNVDQAFHELVRVIRKFQEQECPPSPEPTRKEKDKKGCHCVIF. Result: 0 (no interaction). (3) The miRNA is hsa-miR-2277-5p with sequence AGCGCGGGCUGAGCGCUGCCAGUC. The protein sequence of the target gene is MEEAASQSLEEDFEGQATHTGPKGVINDWRKFKLESEDGDSIPPSKKEILRQMSSPQSRDDSKERMSRKMSIQEYELIHQDKEDESCLRKYRRQCMQDMHQKLSFGPRYGFVYELETGEQFLETIEKEQKVTTIVVNIYEDGVRGCDALNSSLACLAVEYPMVKFCKIKASNTGAGDRFSTDVLPTLLVYKGGELISNFISVAEQFAEEFFAVDVESFLNEYGLLPEREIHDLEQTNMEDEDIE. Result: 0 (no interaction).